Task: Predict which catalyst facilitates the given reaction.. Dataset: Catalyst prediction with 721,799 reactions and 888 catalyst types from USPTO Reactant: [F:1][CH:2]([F:31])[C:3]1[CH:12]=[C:11]2[C:6]([CH2:7][CH2:8][CH2:9][N:10]2[C:13]2[C:17]3[CH2:18][N:19]([C:22](=[O:24])[CH3:23])[CH2:20][CH2:21][C:16]=3[N:15]([CH:25]3[CH2:30][CH2:29][O:28][CH2:27][CH2:26]3)[N:14]=2)=[CH:5][CH:4]=1.[Br:32]N1C(=O)CCC1=O.O. Product: [Br:32][C:4]1[CH:5]=[C:6]2[C:11](=[CH:12][C:3]=1[CH:2]([F:1])[F:31])[N:10]([C:13]1[C:17]3[CH2:18][N:19]([C:22](=[O:24])[CH3:23])[CH2:20][CH2:21][C:16]=3[N:15]([CH:25]3[CH2:30][CH2:29][O:28][CH2:27][CH2:26]3)[N:14]=1)[CH2:9][CH2:8][CH2:7]2. The catalyst class is: 2.